This data is from Forward reaction prediction with 1.9M reactions from USPTO patents (1976-2016). The task is: Predict the product of the given reaction. (1) Given the reactants [NH2:1][C:2]1[CH:10]=[CH:9][CH:8]=[C:7]2[C:3]=1[CH:4]=[N:5][N:6]2[C:11](=[O:13])[CH3:12].FC(F)(F)S(O[C:20]1[C:28]2[C:23](=[CH:24][N:25]=[CH:26][CH:27]=2)[O:22][C:21]=1[C:29]1[N:34]=[CH:33][CH:32]=[CH:31][N:30]=1)(=O)=O.P([O-])([O-])([O-])=O.[K+].[K+].[K+].CC1(C)C2C(=C(P(C3C=CC=CC=3)C3C=CC=CC=3)C=CC=2)OC2C(P(C3C=CC=CC=3)C3C=CC=CC=3)=CC=CC1=2, predict the reaction product. The product is: [N:30]1[CH:31]=[CH:32][CH:33]=[N:34][C:29]=1[C:21]1[O:22][C:23]2=[CH:24][N:25]=[CH:26][CH:27]=[C:28]2[C:20]=1[NH:1][C:2]1[CH:10]=[CH:9][CH:8]=[C:7]2[C:3]=1[CH:4]=[N:5][N:6]2[C:11](=[O:13])[CH3:12]. (2) Given the reactants [CH2:1]([C:4]1[CH:9]=[CH:8][C:7]([C:10]#[C:11][C:12]2[CH:19]=[CH:18][C:15]([CH:16]=O)=[CH:14][CH:13]=2)=[CH:6][CH:5]=1)[CH2:2][CH3:3].[NH2:20][C:21]1[CH:22]=[CH:23][C:24]2[O:29][C:28]([CH3:31])([CH3:30])[O:27][C:26](=[O:32])[C:25]=2[CH:33]=1, predict the reaction product. The product is: [CH3:30][C:28]1([CH3:31])[O:29][C:24]2[CH:23]=[CH:22][C:21]([NH:20][CH2:16][C:15]3[CH:18]=[CH:19][C:12]([C:11]#[C:10][C:7]4[CH:8]=[CH:9][C:4]([CH2:1][CH2:2][CH3:3])=[CH:5][CH:6]=4)=[CH:13][CH:14]=3)=[CH:33][C:25]=2[C:26](=[O:32])[O:27]1. (3) Given the reactants [OH-].[Na+].[N:3]1([CH:8]([CH2:18][CH2:19][CH2:20][CH2:21][CH2:22][CH2:23][CH2:24][CH2:25][CH2:26][CH3:27])[CH2:9][CH2:10][CH2:11][CH2:12][CH2:13][CH2:14][C:15]([O-:17])=[O:16])[CH:7]=[CH:6][N:5]=[CH:4]1, predict the reaction product. The product is: [N:3]1([CH:8]([CH2:18][CH2:19][CH2:20][CH2:21][CH2:22][CH2:23][CH2:24][CH2:25][CH2:26][CH3:27])[CH2:9][CH2:10][CH2:11][CH2:12][CH2:13][CH2:14][C:15]([OH:17])=[O:16])[CH:7]=[CH:6][N:5]=[CH:4]1. (4) The product is: [Cl:16][C:17]1[CH:22]=[C:21]([Cl:23])[CH:20]=[CH:19][C:18]=1[N:24]1[C:28]([CH3:29])=[N:27][C:26]([NH:30][C:2]2[CH:3]=[CH:4][C:5]([N:10]3[CH:14]=[C:13]([CH3:15])[N:12]=[CH:11]3)=[C:6]([CH:9]=2)[C:7]#[N:8])=[N:25]1. Given the reactants Br[C:2]1[CH:3]=[CH:4][C:5]([N:10]2[CH:14]=[C:13]([CH3:15])[N:12]=[CH:11]2)=[C:6]([CH:9]=1)[C:7]#[N:8].[Cl:16][C:17]1[CH:22]=[C:21]([Cl:23])[CH:20]=[CH:19][C:18]=1[N:24]1[C:28]([CH3:29])=[N:27][C:26]([NH2:30])=[N:25]1, predict the reaction product. (5) Given the reactants [O:1]1[CH2:6][CH2:5][O:4][CH2:3][CH:2]1[CH2:7][CH2:8][N:9]1[C:17]2[C:12](=[CH:13][CH:14]=[CH:15][CH:16]=2)[C:11]([CH:18]2[CH2:23][CH2:22][NH:21][CH2:20][CH2:19]2)=[CH:10]1.C[O:25][C:26](=[O:37])[C:27]1[CH:32]=[CH:31][CH:30]=[CH:29][C:28]=1[O:33][CH2:34][CH2:35]Cl, predict the reaction product. The product is: [O:1]1[CH2:6][CH2:5][O:4][CH2:3][CH:2]1[CH2:7][CH2:8][N:9]1[C:17]2[C:12](=[CH:13][CH:14]=[CH:15][CH:16]=2)[C:11]([CH:18]2[CH2:23][CH2:22][N:21]([CH2:35][CH2:34][O:33][C:28]3[CH:29]=[CH:30][CH:31]=[CH:32][C:27]=3[C:26]([OH:37])=[O:25])[CH2:20][CH2:19]2)=[CH:10]1. (6) The product is: [ClH:88].[CH2:60]([N:67]1[C:71]2[CH:72]=[N:73][CH:74]=[C:75]3[C:76](=[O:87])[C@@H:77]([CH:79]4[CH:84]5[CH2:83][CH2:82][N:81]([CH2:86][CH2:85]5)[CH2:80]4)[CH2:78][C:69]([C:70]=23)=[N:68]1)[C:61]1[CH:62]=[CH:63][CH:64]=[CH:65][CH:66]=1. Given the reactants C(N1C2C=CC=C(C([O-])=O)C=2C(CNC2C3CCN(CC3)C2)=N1)C1C=CC=CC=1.C(N1C2C=CC=C(C([O-])=O)C=2C(CN[C@@H]2C3CCN(CC3)C2)=N1)C1C=CC=CC=1.[Li+].[CH2:60]([N:67]1[C:71]2[CH:72]=[N:73][CH:74]=[C:75]3[C:76](=[O:87])[C@@H:77]([CH:79]4[CH:84]5[CH2:85][CH2:86][N:81]([CH2:82][CH2:83]5)[CH2:80]4)[CH2:78][C:69]([C:70]=23)=[N:68]1)[C:61]1[CH:66]=[CH:65][CH:64]=[CH:63][CH:62]=1.[ClH:88], predict the reaction product. (7) Given the reactants [O:1]1[CH2:6][CH2:5][CH:4]([OH:7])[CH2:3][CH2:2]1.[CH3:8][C:9]([C:11]1[CH:12]=[CH:13][C:14](O)=[CH:15][C:16]=1[OH:17])=[O:10].C1(P(C2C=CC=CC=2)C2C=CC=CC=2)C=CC=CC=1.CCOC(/N=N/C(OCC)=O)=O, predict the reaction product. The product is: [OH:17][C:16]1[CH:15]=[C:14]([O:7][CH:4]2[CH2:5][CH2:6][O:1][CH2:2][CH2:3]2)[CH:13]=[CH:12][C:11]=1[C:9](=[O:10])[CH3:8].